This data is from Full USPTO retrosynthesis dataset with 1.9M reactions from patents (1976-2016). The task is: Predict the reactants needed to synthesize the given product. (1) Given the product [CH3:25][C:6]1[CH:7]=[CH:8][CH:3]=[CH:4][C:5]=1[CH:9]([C:15]1[C:24]2[C:19](=[CH:20][CH:21]=[CH:22][CH:23]=2)[CH:18]=[CH:17][CH:16]=1)[CH:10]([C:13]#[N:14])[C:11]#[N:12], predict the reactants needed to synthesize it. The reactants are: CO[C:3]1[CH:4]=[C:5]([CH:9]([C:15]2[C:24]3[C:19](=[CH:20][CH:21]=[CH:22][CH:23]=3)[CH:18]=[CH:17][CH:16]=2)[CH:10]([C:13]#[N:14])[C:11]#[N:12])[CH:6]=[CH:7][CH:8]=1.[C:25]1(C)C=CC=CC=1[Mg]Br. (2) Given the product [Cl:1][C:2]1[N:7]=[C:6]([O:20][C:17]2[CH:18]=[CH:19][C:14]([O:13][CH3:12])=[CH:15][CH:16]=2)[C:5]([N+:9]([O-:11])=[O:10])=[CH:4][N:3]=1, predict the reactants needed to synthesize it. The reactants are: [Cl:1][C:2]1[N:7]=[C:6](Cl)[C:5]([N+:9]([O-:11])=[O:10])=[CH:4][N:3]=1.[CH3:12][O:13][C:14]1[CH:19]=[CH:18][C:17]([OH:20])=[CH:16][CH:15]=1.